From a dataset of Reaction yield outcomes from USPTO patents with 853,638 reactions. Predict the reaction yield, written as a fraction of the theoretical maximum amount of product (1.0 means a 100% yield; for example, 0.34 means a 34% yield). The reactants are [Cl:1][C:2]1[CH:7]=[CH:6][C:5]([NH:8][C:9](=[O:15])[O:10][C:11]([CH3:14])([CH3:13])[CH3:12])=[CH:4][C:3]=1[CH2:16]O.C1(P(C2C=CC=CC=2)C2C=CC=CC=2)C=CC=CC=1.C(Br)(Br)(Br)[Br:38].CCOC(C)=O. The catalyst is C(Cl)Cl. The product is [Br:38][CH2:16][C:3]1[CH:4]=[C:5]([NH:8][C:9](=[O:15])[O:10][C:11]([CH3:14])([CH3:13])[CH3:12])[CH:6]=[CH:7][C:2]=1[Cl:1]. The yield is 0.830.